From a dataset of Catalyst prediction with 721,799 reactions and 888 catalyst types from USPTO. Predict which catalyst facilitates the given reaction. (1) Reactant: FC(F)(F)S([O:6][Si:7]([C:10]([CH3:13])([CH3:12])[CH3:11])([CH3:9])[CH3:8])(=O)=O.[F:16][C:17]1[CH:18]=[C:19]([C:23]2[N:24]([CH2:36][CH:37]([CH2:42]O)[CH2:38][C:39]([O-:41])=[O:40])[CH:25]=[C:26]3[C:31]=2[C:30](=[O:32])[N:29]([CH3:33])[C:28](=[O:34])[N:27]3[CH3:35])[CH:20]=[CH:21][CH:22]=1.[Na+].N1C(C)=CC=CC=1C.Cl.N1C=CC=CC=1. Product: [Si:7]([O:6][CH2:42][CH:37]([CH2:36][N:24]1[C:23]([C:19]2[CH:20]=[CH:21][CH:22]=[C:17]([F:16])[CH:18]=2)=[C:31]2[C:26]([N:27]([CH3:35])[C:28](=[O:34])[N:29]([CH3:33])[C:30]2=[O:32])=[CH:25]1)[CH2:38][C:39]([OH:41])=[O:40])([C:10]([CH3:11])([CH3:12])[CH3:13])([CH3:8])[CH3:9]. The catalyst class is: 34. (2) Reactant: Cl[C:2]1[CH:7]=[C:6]([Cl:8])[N:5]=[C:4]([NH2:9])[N:3]=1.[CH:10]1([NH2:13])[CH2:12][CH2:11]1.CCN(C(C)C)C(C)C. Product: [Cl:8][C:6]1[N:5]=[C:4]([NH2:9])[N:3]=[C:2]([NH:13][CH:10]2[CH2:12][CH2:11]2)[CH:7]=1. The catalyst class is: 114. (3) Reactant: [N+:1]([C:4]1[CH:5]=[CH:6][C:7]([O:12][C:13]2([S:16][C:17]3[CH:22]=[CH:21][CH:20]=[CH:19][CH:18]=3)[CH2:15][CH2:14]2)=[C:8]([CH2:10][OH:11])[CH:9]=1)([O-])=O.C(O)(=O)C. Product: [NH2:1][C:4]1[CH:5]=[CH:6][C:7]([O:12][C:13]2([S:16][C:17]3[CH:18]=[CH:19][CH:20]=[CH:21][CH:22]=3)[CH2:14][CH2:15]2)=[C:8]([CH2:10][OH:11])[CH:9]=1. The catalyst class is: 693. (4) Reactant: C(OC([N:8]1[CH2:12][CH2:11][CH2:10][CH:9]1[CH2:13][C:14]1[CH:19]=[CH:18][CH:17]=[CH:16][CH:15]=1)=O)(C)(C)C.Cl. Product: [CH2:13]([CH:9]1[CH2:10][CH2:11][CH2:12][NH:8]1)[C:14]1[CH:19]=[CH:18][CH:17]=[CH:16][CH:15]=1. The catalyst class is: 13.